From a dataset of Full USPTO retrosynthesis dataset with 1.9M reactions from patents (1976-2016). Predict the reactants needed to synthesize the given product. Given the product [C:1]([O:5][C:6]([NH:8][C:9]1[N:14]=[C:13]([CH2:15][CH2:16][N:17]([C:25]2[CH:30]=[CH:29][C:28]([NH:31][C:32]([C:34]3[C:35]([N:43]([CH3:44])[CH3:42])=[N:36][C:37]([CH3:40])=[CH:38][CH:39]=3)=[O:33])=[CH:27][CH:26]=2)[C:18](=[O:24])[O:19][C:20]([CH3:23])([CH3:22])[CH3:21])[CH:12]=[CH:11][CH:10]=1)=[O:7])([CH3:4])([CH3:3])[CH3:2], predict the reactants needed to synthesize it. The reactants are: [C:1]([O:5][C:6]([NH:8][C:9]1[N:14]=[C:13]([CH2:15][CH2:16][N:17]([C:25]2[CH:30]=[CH:29][C:28]([NH:31][C:32]([C:34]3[C:35](Cl)=[N:36][C:37]([CH3:40])=[CH:38][CH:39]=3)=[O:33])=[CH:27][CH:26]=2)[C:18](=[O:24])[O:19][C:20]([CH3:23])([CH3:22])[CH3:21])[CH:12]=[CH:11][CH:10]=1)=[O:7])([CH3:4])([CH3:3])[CH3:2].[CH3:42][NH:43][CH3:44].